From a dataset of Reaction yield outcomes from USPTO patents with 853,638 reactions. Predict the reaction yield, written as a fraction of the theoretical maximum amount of product (1.0 means a 100% yield; for example, 0.34 means a 34% yield). (1) The reactants are [CH3:1][N:2]1[CH2:6][CH:5]([C:7]([O:9][C:10]([CH3:13])([CH3:12])[CH3:11])=[O:8])[NH:4][C:3]1=[O:14].O=[C:16]1N(C(OCC2C=CC=CC=2)=O)[C@H](C(O)=O)CN1.CI.[H-].[Na+]. The catalyst is CN(C)C=O. The product is [CH3:1][N:2]1[CH2:6][CH:5]([C:7]([O:9][C:10]([CH3:11])([CH3:13])[CH3:12])=[O:8])[N:4]([CH3:16])[C:3]1=[O:14]. The yield is 0.790. (2) The reactants are [CH:1]1[C:10]2[C:5](=[CH:6][CH:7]=[CH:8][CH:9]=2)[CH:4]=[CH:3][C:2]=1[S:11]([N:14]1[CH2:19][CH2:18][N:17]([C:20]2[CH:25]=[CH:24][C:23]([N+:26]([O-])=O)=[CH:22][CH:21]=2)[CH2:16][CH2:15]1)(=[O:13])=[O:12].S1C=CC=C1. The catalyst is C1COCC1.[Pd]. The product is [NH2:26][C:23]1[CH:22]=[CH:21][C:20]([N:17]2[CH2:16][CH2:15][N:14]([S:11]([C:2]3[CH:3]=[CH:4][C:5]4[C:10](=[CH:9][CH:8]=[CH:7][CH:6]=4)[CH:1]=3)(=[O:13])=[O:12])[CH2:19][CH2:18]2)=[CH:25][CH:24]=1. The yield is 0.870. (3) The reactants are [CH3:1][C:2]1[C:7]([CH3:8])=[CH:6][CH:5]=[CH:4][C:3]=1[OH:9].[CH2:10]([O:12][C:13](=[O:18])[CH2:14][CH2:15][CH2:16]Br)[CH3:11].[H-].[Li+].O. The catalyst is CS(C)=O. The product is [CH2:10]([O:12][C:13](=[O:18])[CH2:14][CH2:15][CH2:16][O:9][C:3]1[CH:4]=[CH:5][CH:6]=[C:7]([CH3:8])[C:2]=1[CH3:1])[CH3:11]. The yield is 0.940. (4) The yield is 0.920. The reactants are [N:1]1[C:11]2[C:6](=[CH:7][CH:8]=[CH:9][CH:10]=2)[C:4]([CH3:5])=[CH:3][CH:2]=1.[Br:12][CH2:13][CH3:14]. The product is [Br-:12].[CH2:13]([N+:1]1[C:11]2[C:6](=[CH:7][CH:8]=[CH:9][CH:10]=2)[C:4]([CH3:5])=[CH:3][CH:2]=1)[CH3:14]. The catalyst is C(#N)C. (5) The product is [Br:20][C:17]1[CH:18]=[CH:19][C:14]([N:13]2[N:9]=[CH:10][CH:11]=[N:12]2)=[C:15]([F:21])[CH:16]=1. The reactants are BrC1C=CC(N/[N:9]=[CH:10]/[CH:11]=[N:12]/[NH:13][C:14]2[CH:19]=[CH:18][C:17]([Br:20])=[CH:16][C:15]=2[F:21])=C(F)C=1. The catalyst is C1(C)C=CC=CC=1.FC(F)(F)S([O-])(=O)=O.[Cu+2].FC(F)(F)S([O-])(=O)=O. The yield is 0.739. (6) The reactants are [N+:1]([C:4]1[CH:5]=[C:6]2[C:10](=[CH:11][CH:12]=1)[NH:9][CH:8]=[C:7]2[CH:13]=O)([O-:3])=[O:2].[S:15]1[CH:19]=[CH:18][CH:17]=[C:16]1[S:20]([CH2:23][C:24]#[N:25])(=[O:22])=[O:21]. No catalyst specified. The product is [N+:1]([C:4]1[CH:5]=[C:6]2[C:10](=[CH:11][CH:12]=1)[NH:9][CH:8]=[C:7]2[CH:13]=[C:23]([S:20]([C:16]1[S:15][CH:19]=[CH:18][CH:17]=1)(=[O:22])=[O:21])[C:24]#[N:25])([O-:3])=[O:2]. The yield is 0.900. (7) The reactants are [Mg].[CH2:2]([C:4]1[C:12]2[N:11]3[C@H:13]([CH3:18])[CH2:14][NH:15][C:16](=[O:17])[C:10]3=[CH:9][C:8]=2[CH:7]=[CH:6][CH:5]=1)[CH3:3].[H][H].P([O-])([O-])([O-])=O.[K+].[K+].[K+]. The catalyst is CO. The product is [CH2:2]([C:4]1[C:12]2[N:11]3[C@H:13]([CH3:18])[CH2:14][NH:15][C:16](=[O:17])[C@@H:10]3[CH2:9][C:8]=2[CH:7]=[CH:6][CH:5]=1)[CH3:3]. The yield is 0.970. (8) The reactants are [CH:1]([NH:4][C:5]1[C:14]([CH3:15])=[CH:13][C:8]([C:9]([O:11]C)=[O:10])=[CH:7][N:6]=1)([CH3:3])[CH3:2]. The catalyst is Cl. The product is [CH:1]([NH:4][C:5]1[C:14]([CH3:15])=[CH:13][C:8]([C:9]([OH:11])=[O:10])=[CH:7][N:6]=1)([CH3:3])[CH3:2]. The yield is 0.950.